From a dataset of Catalyst prediction with 721,799 reactions and 888 catalyst types from USPTO. Predict which catalyst facilitates the given reaction. Reactant: [CH:1]1([O:6][C:7]2[CH:8]=[C:9]([CH:12]=[CH:13][C:14]=2[O:15][CH3:16])[CH:10]=O)[CH2:5][CH2:4][CH2:3][CH2:2]1.[Cl:17][C:18]1[CH:24]=[CH:23][CH:22]=[CH:21][C:19]=1[NH2:20].O. Product: [Cl:17][C:18]1[CH:24]=[CH:23][CH:22]=[CH:21][C:19]=1[NH:20][CH2:10][C:9]1[CH:12]=[CH:13][C:14]([O:15][CH3:16])=[C:7]([O:6][CH:1]2[CH2:5][CH2:4][CH2:3][CH2:2]2)[CH:8]=1. The catalyst class is: 11.